From a dataset of Full USPTO retrosynthesis dataset with 1.9M reactions from patents (1976-2016). Predict the reactants needed to synthesize the given product. (1) Given the product [CH3:1][O:2][C:3](=[O:12])[NH:4][C@H:5]1[C@@H:10]([CH3:11])[CH2:9][CH2:8][N:7]([CH2:13][C:14]2[CH:19]=[CH:18][CH:17]=[CH:16][CH:15]=2)[CH2:6]1, predict the reactants needed to synthesize it. The reactants are: [CH3:1][O:2][C:3](=[O:12])[NH:4][C@H:5]1[C@@H:10]([CH3:11])[CH2:9][CH2:8][NH:7][CH2:6]1.[CH:13](=O)[C:14]1[CH:19]=[CH:18][CH:17]=[CH:16][CH:15]=1.C(O[BH-](OC(=O)C)OC(=O)C)(=O)C.[Na+]. (2) Given the product [CH3:14][C:12]1[CH:11]=[N:10][C:9]2[NH:15][C:16]3[C:25]4[CH:24]=[CH:23][CH:22]=[CH:21][C:20]=4[CH:19]=[CH:18][C:17]=3[C:8]=2[CH:13]=1, predict the reactants needed to synthesize it. The reactants are: CN(C)C(=O)C.Br[C:8]1[C:9]([NH:15][C:16]2[C:25]3[C:20](=[CH:21][CH:22]=[CH:23][CH:24]=3)[CH:19]=[CH:18][CH:17]=2)=[N:10][CH:11]=[C:12]([CH3:14])[CH:13]=1.C1CCN2C(=NCCC2)CC1.